This data is from Catalyst prediction with 721,799 reactions and 888 catalyst types from USPTO. The task is: Predict which catalyst facilitates the given reaction. (1) Reactant: [CH3:1][C:2]1[CH:6]=[C:5]([CH3:7])[N:4]([C:8]2[CH:17]=[CH:16][C:15]([O:18][CH3:19])=[CH:14][C:9]=2[C:10](OC)=[O:11])[N:3]=1.[H-].[H-].[H-].[H-].[Li+].[Al+3]. Product: [CH3:1][C:2]1[CH:6]=[C:5]([CH3:7])[N:4]([C:8]2[CH:17]=[CH:16][C:15]([O:18][CH3:19])=[CH:14][C:9]=2[CH2:10][OH:11])[N:3]=1. The catalyst class is: 1. (2) Reactant: Cl[C:2]1[N:3]=[C:4]([C:21]2[CH:22]=[C:23]([CH2:27][C:28]#[N:29])[CH:24]=[CH:25][CH:26]=2)[C:5]2[CH:10]=[CH:9][N:8]([S:11]([C:14]3[CH:20]=[CH:19][C:17]([CH3:18])=[CH:16][CH:15]=3)(=[O:13])=[O:12])[C:6]=2[N:7]=1.[F:30][C:31]1[CH:32]=[C:33]([CH:35]=[CH:36][C:37]=1[N:38]1[CH2:43][CH2:42][N:41]([CH2:44][CH3:45])[CH2:40][CH2:39]1)[NH2:34].C(=O)([O-])[O-].[Cs+].[Cs+].CC1(C)C2C(=C(P(C3C=CC=CC=3)C3C=CC=CC=3)C=CC=2)OC2C(P(C3C=CC=CC=3)C3C=CC=CC=3)=CC=CC1=2. Product: [F:30][C:31]1[CH:32]=[C:33]([NH:34][C:2]2[N:3]=[C:4]([C:21]3[CH:22]=[C:23]([CH2:27][C:28]#[N:29])[CH:24]=[CH:25][CH:26]=3)[C:5]3[CH:10]=[CH:9][N:8]([S:11]([C:14]4[CH:15]=[CH:16][C:17]([CH3:18])=[CH:19][CH:20]=4)(=[O:12])=[O:13])[C:6]=3[N:7]=2)[CH:35]=[CH:36][C:37]=1[N:38]1[CH2:39][CH2:40][N:41]([CH2:44][CH3:45])[CH2:42][CH2:43]1. The catalyst class is: 101. (3) Reactant: [C:1]1([C:7]2([C:22]3[CH:27]=[CH:26][C:25]([CH3:28])=[CH:24][CH:23]=3)[C:19]3[CH:18]=[C:17]([Br:20])[CH:16]=[CH:15][C:14]=3[C:13]3[C:8]2=[CH:9][C:10]([Br:21])=[CH:11][CH:12]=3)[CH:6]=[CH:5][CH:4]=[CH:3][CH:2]=1.C1C(=O)N([Br:36])C(=O)C1. Product: [C:1]1([C:7]2([C:22]3[CH:23]=[CH:24][C:25]([CH2:28][Br:36])=[CH:26][CH:27]=3)[C:8]3[CH:9]=[C:10]([Br:21])[CH:11]=[CH:12][C:13]=3[C:14]3[C:19]2=[CH:18][C:17]([Br:20])=[CH:16][CH:15]=3)[CH:6]=[CH:5][CH:4]=[CH:3][CH:2]=1. The catalyst class is: 53. (4) Reactant: [ClH:1].[F:2][C:3]1([F:9])[CH2:8][CH2:7][NH:6][CH2:5][CH2:4]1.C(=O)([O-])[O-].[K+].[K+].Br[CH2:17][CH2:18][CH2:19]O. Product: [ClH:1].[Cl:1][CH2:17][CH2:18][CH2:19][N:6]1[CH2:7][CH2:8][C:3]([F:9])([F:2])[CH2:4][CH2:5]1. The catalyst class is: 10. (5) Reactant: [NH2:1][C:2]1[C:10]2[C:5](=[CH:6][CH:7]=[C:8]([N+:11]([O-])=O)[CH:9]=2)[N:4]([C:14]2[CH:19]=[CH:18][C:17]([O:20][C:21]3[CH:26]=[CH:25][CH:24]=[CH:23][CH:22]=3)=[CH:16][CH:15]=2)[C:3]=1[C:27]([NH2:29])=[O:28]. Product: [NH2:1][C:2]1[C:10]2[C:5](=[CH:6][CH:7]=[C:8]([NH2:11])[CH:9]=2)[N:4]([C:14]2[CH:15]=[CH:16][C:17]([O:20][C:21]3[CH:26]=[CH:25][CH:24]=[CH:23][CH:22]=3)=[CH:18][CH:19]=2)[C:3]=1[C:27]([NH2:29])=[O:28]. The catalyst class is: 19.